Dataset: Forward reaction prediction with 1.9M reactions from USPTO patents (1976-2016). Task: Predict the product of the given reaction. Given the reactants Br[C:2]1[C:3]([O:21][CH2:22][C:23]([F:26])([F:25])[F:24])=[N:4][CH:5]=[C:6]([CH:20]=1)[C:7]([NH:9][CH2:10][C:11]1[O:15][N:14]=[C:13]([C:16]([F:19])([F:18])[F:17])[N:12]=1)=[O:8].[Cl:27][C:28]1[CH:29]=[C:30](B(O)O)[CH:31]=[CH:32][C:33]=1[CH3:34], predict the reaction product. The product is: [Cl:27][C:28]1[CH:29]=[C:30]([C:2]2[C:3]([O:21][CH2:22][C:23]([F:26])([F:25])[F:24])=[N:4][CH:5]=[C:6]([CH:20]=2)[C:7]([NH:9][CH2:10][C:11]2[O:15][N:14]=[C:13]([C:16]([F:19])([F:18])[F:17])[N:12]=2)=[O:8])[CH:31]=[CH:32][C:33]=1[CH3:34].